The task is: Predict the product of the given reaction.. This data is from Forward reaction prediction with 1.9M reactions from USPTO patents (1976-2016). (1) Given the reactants [Cl:1][C:2]1[C:6]([CH3:7])=[N:5][N:4]([CH3:8])[C:3]=1[C:9](Cl)=[O:10].OC=[C:14]1[C:22]2[C:17](=[CH:18][C:19]([C:23]([C:25]3[CH:26]=[C:27]([NH:31]C(=O)C)[CH:28]=[CH:29][CH:30]=3)=[O:24])=[CH:20][CH:21]=2)[NH:16][C:15]1=[O:35], predict the reaction product. The product is: [O:35]=[C:15]1[CH2:14][C:22]2[C:17](=[CH:18][C:19]([C:23]([C:25]3[CH:26]=[C:27]([NH:31][C:9]([C:3]4[N:4]([CH3:8])[N:5]=[C:6]([CH3:7])[C:2]=4[Cl:1])=[O:10])[CH:28]=[CH:29][CH:30]=3)=[O:24])=[CH:20][CH:21]=2)[NH:16]1. (2) Given the reactants [CH2:1]([O:3][C:4]1[CH:5]=[C:6]2[C:11](=[C:12]3[CH2:16][C:15]([CH3:18])([CH3:17])[O:14][C:13]=13)[C:10]([C:19]1[CH:20]=[C:21]([NH2:25])[CH:22]=[CH:23][CH:24]=1)=[N:9][C:8]([CH3:27])([CH3:26])[CH2:7]2)[CH3:2].[Cl:28][CH2:29][C:30](Cl)=[O:31], predict the reaction product. The product is: [Cl:28][CH2:29][C:30]([NH:25][C:21]1[CH:22]=[CH:23][CH:24]=[C:19]([C:10]2[C:11]3[C:6](=[CH:5][C:4]([O:3][CH2:1][CH3:2])=[C:13]4[O:14][C:15]([CH3:18])([CH3:17])[CH2:16][C:12]4=3)[CH2:7][C:8]([CH3:26])([CH3:27])[N:9]=2)[CH:20]=1)=[O:31]. (3) Given the reactants [C:1]1([CH3:22])[CH:6]=[CH:5][C:4]([S:7]([N:10]2[CH2:16][CH2:15][CH2:14][C:13](=O)[C:12]3[CH:18]=[CH:19][CH:20]=[CH:21][C:11]2=3)(=[O:9])=[O:8])=[CH:3][CH:2]=1.[F:23][C:24]([F:38])([F:37])[C:25]1[CH:26]=[C:27]([CH:30]=[C:31]([C:33]([F:36])([F:35])[F:34])[CH:32]=1)[CH2:28][NH2:29].[BH4-].[Na+].[OH-].[Na+], predict the reaction product. The product is: [F:23][C:24]([F:37])([F:38])[C:25]1[CH:26]=[C:27]([CH:30]=[C:31]([C:33]([F:36])([F:34])[F:35])[CH:32]=1)[CH2:28][NH:29][CH:13]1[CH2:14][CH2:15][CH2:16][N:10]([S:7]([C:4]2[CH:5]=[CH:6][C:1]([CH3:22])=[CH:2][CH:3]=2)(=[O:9])=[O:8])[C:11]2[CH:21]=[CH:20][CH:19]=[CH:18][C:12]1=2. (4) Given the reactants Br[C:2]1[CH:3]=[N:4][N:5]([C:27]2[CH:34]=[CH:33][C:30]([C:31]#[N:32])=[CH:29][CH:28]=2)[C:6]=1[C:7]1[C:8](=[O:26])[N:9]([CH3:25])[C:10](=[O:24])[N:11]([C:14]2[CH:19]=[CH:18][CH:17]=[C:16]([C:20]([F:23])([F:22])[F:21])[CH:15]=2)[C:12]=1[CH3:13].C(N(CC)C(C)C)(C)C.O.[C:45]([O:48]CC)(=[O:47])C, predict the reaction product. The product is: [C:31]([C:30]1[CH:33]=[CH:34][C:27]([N:5]2[C:6]([C:7]3[C:8](=[O:26])[N:9]([CH3:25])[C:10](=[O:24])[N:11]([C:14]4[CH:19]=[CH:18][CH:17]=[C:16]([C:20]([F:23])([F:22])[F:21])[CH:15]=4)[C:12]=3[CH3:13])=[C:2]([C:45]([OH:48])=[O:47])[CH:3]=[N:4]2)=[CH:28][CH:29]=1)#[N:32].